This data is from Peptide-MHC class I binding affinity with 185,985 pairs from IEDB/IMGT. The task is: Regression. Given a peptide amino acid sequence and an MHC pseudo amino acid sequence, predict their binding affinity value. This is MHC class I binding data. (1) The peptide sequence is AQIGVIGVF. The MHC is HLA-A26:02 with pseudo-sequence HLA-A26:02. The binding affinity (normalized) is 0.851. (2) The peptide sequence is FLDKGTYTL. The MHC is HLA-C04:01 with pseudo-sequence HLA-C04:01. The binding affinity (normalized) is 0.213.